From a dataset of Reaction yield outcomes from USPTO patents with 853,638 reactions. Predict the reaction yield, written as a fraction of the theoretical maximum amount of product (1.0 means a 100% yield; for example, 0.34 means a 34% yield). The reactants are Br[C:2]1[CH:3]=[CH:4][C:5]([S:8]([N:11]2[CH2:16][CH2:15][N:14]([S:17]([CH3:20])(=[O:19])=[O:18])[CH2:13][CH2:12]2)(=[O:10])=[O:9])=[N:6][CH:7]=1.[F:21][C:22]1[CH:30]=[C:29]2[C:25]([C:26](B3OC(C)(C)C(C)(C)O3)=[CH:27][N:28]2[C:31]([O:33][C:34]([CH3:37])([CH3:36])[CH3:35])=[O:32])=[CH:24][CH:23]=1. No catalyst specified. The product is [F:21][C:22]1[CH:30]=[C:29]2[C:25]([C:26]([C:2]3[CH:7]=[N:6][C:5]([S:8]([N:11]4[CH2:16][CH2:15][N:14]([S:17]([CH3:20])(=[O:19])=[O:18])[CH2:13][CH2:12]4)(=[O:10])=[O:9])=[CH:4][CH:3]=3)=[CH:27][N:28]2[C:31]([O:33][C:34]([CH3:37])([CH3:36])[CH3:35])=[O:32])=[CH:24][CH:23]=1. The yield is 0.540.